Dataset: Catalyst prediction with 721,799 reactions and 888 catalyst types from USPTO. Task: Predict which catalyst facilitates the given reaction. (1) Reactant: Cl.[F:2][C:3]1[CH:4]=[C:5]([NH:9][NH2:10])[CH:6]=[CH:7][CH:8]=1.[OH-].[Na+].CN([CH:16]=[C:17]([C:21](=O)[CH3:22])[C:18](=[O:20])[CH3:19])C. Product: [F:2][C:3]1[CH:4]=[C:5]([N:9]2[C:21]([CH3:22])=[C:17]([C:18](=[O:20])[CH3:19])[CH:16]=[N:10]2)[CH:6]=[CH:7][CH:8]=1. The catalyst class is: 40. (2) Reactant: C([NH:8][C@H:9]1[CH2:13][CH2:12][CH2:11][C@H:10]1[C:14]([O-:16])=[O:15])(OC(C)(C)C)=O.[C:17]([OH:23])([C:19]([F:22])([F:21])[F:20])=[O:18]. Product: [F:20][C:19]([F:22])([F:21])[C:17]([OH:23])=[O:18].[NH2:8][C@@H:9]1[CH2:13][CH2:12][CH2:11][C@@H:10]1[C:14]([O:16][CH2:17][CH3:19])=[O:15]. The catalyst class is: 2. (3) Reactant: [CH3:1][C:2]1[CH:3]=[C:4]([N:9]2[C:13](=[O:14])[C:12]([CH:15]=O)=[C:11]([CH3:17])[NH:10]2)[CH:5]=[CH:6][C:7]=1[CH3:8].Cl.[NH2:19][C:20]1[C:21]([OH:35])=[C:22]([C:26]2[CH:31]=[CH:30][CH:29]=[C:28]([C:32]([OH:34])=[O:33])[CH:27]=2)[CH:23]=[CH:24][CH:25]=1.C([O-])(=O)C.[Na+].Cl. Product: [CH3:1][C:2]1[CH:3]=[C:4]([N:9]2[C:13](=[O:14])[C:12](=[CH:15][NH:19][C:20]3[C:21]([OH:35])=[C:22]([C:26]4[CH:31]=[CH:30][CH:29]=[C:28]([C:32]([OH:34])=[O:33])[CH:27]=4)[CH:23]=[CH:24][CH:25]=3)[C:11]([CH3:17])=[N:10]2)[CH:5]=[CH:6][C:7]=1[CH3:8]. The catalyst class is: 8. (4) Reactant: O[Li].O.[Br:4][C:5]1[CH:6]=[CH:7][C:8]2[N:9]([CH2:19][CH:20]3[O:24]C(=O)[N:22]([C:26]4[CH:27]=[N:28][CH:29]=[CH:30][CH:31]=4)[CH2:21]3)[C:10]3[C:15]([C:16]=2[CH:17]=1)=[CH:14][C:13]([Br:18])=[CH:12][CH:11]=3. Product: [Br:18][C:13]1[CH:12]=[CH:11][C:10]2[N:9]([CH2:19][CH:20]([OH:24])[CH2:21][NH:22][C:26]3[CH:27]=[N:28][CH:29]=[CH:30][CH:31]=3)[C:8]3[C:16]([C:15]=2[CH:14]=1)=[CH:17][C:5]([Br:4])=[CH:6][CH:7]=3. The catalyst class is: 20. (5) The catalyst class is: 3. Reactant: NC1C(N[C@@H:17]2[CH2:22][CH2:21][C@H:20]([C:23]([NH2:25])=[O:24])[CH2:19][CH2:18]2)=NC(N[C@H]2CCOC[C@H]2F)=NC=1.ClC1C=C(Cl)C=C(Cl)C=1N=C=S.CC(C)N=C=NC(C)C. Product: [CH:20]1([C:23]([NH2:25])=[O:24])[CH2:21][CH2:22][CH2:17][CH2:18][CH2:19]1. (6) Reactant: [CH2:1]([C:8]1([N:29]([CH3:31])[CH3:30])[CH2:13][CH2:12][C:11]([C:14]2[NH:15][C:16]3[C:21]([C:22]=2[CH2:23][CH2:24][CH2:25][C:26]([OH:28])=[O:27])=[CH:20][CH:19]=[CH:18][CH:17]=3)=[CH:10][CH2:9]1)[C:2]1[CH:7]=[CH:6][CH:5]=[CH:4][CH:3]=1.[H][H]. Product: [CH2:1]([C:8]1([N:29]([CH3:31])[CH3:30])[CH2:13][CH2:12][CH:11]([C:14]2[NH:15][C:16]3[C:21]([C:22]=2[CH2:23][CH2:24][CH2:25][C:26]([OH:28])=[O:27])=[CH:20][CH:19]=[CH:18][CH:17]=3)[CH2:10][CH2:9]1)[C:2]1[CH:7]=[CH:6][CH:5]=[CH:4][CH:3]=1. The catalyst class is: 43. (7) Reactant: [CH3:1][N:2]1[CH:6]=[C:5]([C:7]2[N:12]=[C:11]([C:13]3[CH:14]=[N:15][NH:16][CH:17]=3)[N:10]3[CH:18]=[CH:19][N:20]=[C:9]3[CH:8]=2)[CH:4]=[N:3]1.[CH2:21]1[CH2:31][CH2:30][N:29]2[C:24](=NCCC2)[CH2:23][CH2:22]1.C1(C=CC#N)CC1.O. Product: [CH:21]1([CH:22]([N:15]2[CH:14]=[C:13]([C:11]3[N:10]4[CH:18]=[CH:19][N:20]=[C:9]4[CH:8]=[C:7]([C:5]4[CH:4]=[N:3][N:2]([CH3:1])[CH:6]=4)[N:12]=3)[CH:17]=[N:16]2)[CH2:23][C:24]#[N:29])[CH2:31][CH2:30]1. The catalyst class is: 3. (8) Reactant: [C:1](=[O:41])(OC1C=CC([N+]([O-])=O)=CC=1)[O:2][CH:3]1[CH2:7][CH2:6][CH:5]([N:8]2[C:12]3[N:13]=[CH:14][N:15]=[C:16]([NH2:17])[C:11]=3[C:10]([C:18]3[CH:23]=[CH:22][C:21]([O:24][C:25]4[CH:30]=[CH:29][CH:28]=[CH:27][CH:26]=4)=[CH:20][CH:19]=3)=[CH:9]2)[CH2:4]1.[O:42]1[CH2:47][CH2:46][N:45]([CH2:48][CH2:49][NH2:50])[CH2:44][CH2:43]1. Product: [O:42]1[CH2:47][CH2:46][N:45]([CH2:48][CH2:49][NH:50][C:1](=[O:41])[O:2][CH:3]2[CH2:7][CH2:6][CH:5]([N:8]3[C:12]4[N:13]=[CH:14][N:15]=[C:16]([NH2:17])[C:11]=4[C:10]([C:18]4[CH:19]=[CH:20][C:21]([O:24][C:25]5[CH:30]=[CH:29][CH:28]=[CH:27][CH:26]=5)=[CH:22][CH:23]=4)=[CH:9]3)[CH2:4]2)[CH2:44][CH2:43]1. The catalyst class is: 96. (9) Reactant: ClC1N=[C:6]([N:8](C)[C:9]2[CH:17]=[C:16]3[C:12]([C:13]([CH3:18])=[N:14][NH:15]3)=[CH:11][CH:10]=2)C=CN=1.C([O-])([O-])=O.[Cs+].[Cs+].ClC1C=C(C=CC=1)CBr. Product: [CH3:6][NH:8][C:9]1[CH:10]=[CH:11][C:12]2[C:16]([CH:17]=1)=[N:15][NH:14][C:13]=2[CH3:18]. The catalyst class is: 39. (10) Reactant: [O:1]=[C:2]1[CH2:7][N:6]([C:8]2[CH:13]=[CH:12][CH:11]=[C:10]([O:14][C:15]([F:18])([F:17])[F:16])[CH:9]=2)[CH2:5][CH2:4][N:3]1[CH2:19][C:20](O)=[O:21].[F:23][C:24]([F:29])([F:28])[C:25]([OH:27])=[O:26].[NH2:30][C:31]1[N:36]=[N:35][C:34]([CH2:37][CH2:38][CH2:39][CH2:40][N:41]2[CH:45]=[C:44]([C:46]([NH:48][CH3:49])=[O:47])[N:43]=[N:42]2)=[CH:33][CH:32]=1.C(P1(=O)OP(CCC)(=O)OP(CCC)(=O)O1)CC.N1C=CC=CC=1. Product: [F:23][C:24]([F:29])([F:28])[C:25]([OH:27])=[O:26].[CH3:49][NH:48][C:46]([C:44]1[N:43]=[N:42][N:41]([CH2:40][CH2:39][CH2:38][CH2:37][C:34]2[N:35]=[N:36][C:31]([NH:30][C:20](=[O:21])[CH2:19][N:3]3[CH2:4][CH2:5][N:6]([C:8]4[CH:13]=[CH:12][CH:11]=[C:10]([O:14][C:15]([F:18])([F:16])[F:17])[CH:9]=4)[CH2:7][C:2]3=[O:1])=[CH:32][CH:33]=2)[CH:45]=1)=[O:47]. The catalyst class is: 329.